Dataset: Catalyst prediction with 721,799 reactions and 888 catalyst types from USPTO. Task: Predict which catalyst facilitates the given reaction. Reactant: [CH2:1]([O:3][C:4]1[C:13]([O:14][CH3:15])=[CH:12][C:11]2[C:10]([C:16]3[CH:24]=[CH:23][C:19]([C:20](O)=[O:21])=[CH:18][CH:17]=3)=[N:9][C@@H:8]3[CH2:25][CH2:26][S:27][CH2:28][C@@H:7]3[C:6]=2[CH:5]=1)[CH3:2].Cl.[CH3:30][C:31]1[S:32][CH:33]=[C:34]([CH2:36][N:37]2[C:42]3[CH:43]=[C:44]([C:46]4[CH:51]=[CH:50][CH:49]=[CH:48][CH:47]=4)[S:45][C:41]=3[C:40](=[O:52])[N:39]([CH:53]3[CH2:58][CH2:57][NH:56][CH2:55][CH2:54]3)[C:38]2=[O:59])[N:35]=1.CN(C(ON1N=NC2C=CC=CC1=2)=[N+](C)C)C.F[P-](F)(F)(F)(F)F.CCN(C(C)C)C(C)C. Product: [CH2:1]([O:3][C:4]1[C:13]([O:14][CH3:15])=[CH:12][C:11]2[C:10]([C:16]3[CH:17]=[CH:18][C:19]([C:20]([N:56]4[CH2:57][CH2:58][CH:53]([N:39]5[C:40](=[O:52])[C:41]6[S:45][C:44]([C:46]7[CH:47]=[CH:48][CH:49]=[CH:50][CH:51]=7)=[CH:43][C:42]=6[N:37]([CH2:36][C:34]6[N:35]=[C:31]([CH3:30])[S:32][CH:33]=6)[C:38]5=[O:59])[CH2:54][CH2:55]4)=[O:21])=[CH:23][CH:24]=3)=[N:9][C@@H:8]3[CH2:25][CH2:26][S:27][CH2:28][C@@H:7]3[C:6]=2[CH:5]=1)[CH3:2]. The catalyst class is: 2.